This data is from Peptide-MHC class I binding affinity with 185,985 pairs from IEDB/IMGT. The task is: Regression. Given a peptide amino acid sequence and an MHC pseudo amino acid sequence, predict their binding affinity value. This is MHC class I binding data. (1) The MHC is HLA-A02:01 with pseudo-sequence HLA-A02:01. The binding affinity (normalized) is 0.578. The peptide sequence is VLQRNCAAYL. (2) The peptide sequence is SEAAYAKKI. The MHC is Mamu-A07 with pseudo-sequence Mamu-A07. The binding affinity (normalized) is 0. (3) The peptide sequence is MPASWVMRI. The MHC is HLA-B40:01 with pseudo-sequence HLA-B40:01. The binding affinity (normalized) is 0.0847. (4) The peptide sequence is YSDNEMLTH. The MHC is HLA-B57:01 with pseudo-sequence HLA-B57:01. The binding affinity (normalized) is 0.0847. (5) The peptide sequence is KLKKLEEEQI. The MHC is HLA-A02:01 with pseudo-sequence HLA-A02:01. The binding affinity (normalized) is 0.227. (6) The peptide sequence is LTQIFEVYWY. The MHC is HLA-A11:01 with pseudo-sequence HLA-A11:01. The binding affinity (normalized) is 0.459. (7) The peptide sequence is ITWETPMIW. The MHC is HLA-A03:01 with pseudo-sequence HLA-A03:01. The binding affinity (normalized) is 0.0847.